Dataset: Catalyst prediction with 721,799 reactions and 888 catalyst types from USPTO. Task: Predict which catalyst facilitates the given reaction. Product: [CH2:18]([C:17]([C:14]1[CH:15]=[CH:16][C:11]([O:10][CH2:9][CH2:8][CH2:7][CH2:6][CH2:5][C:4]([OH:39])=[O:3])=[C:12]([CH3:38])[CH:13]=1)([C:20]1[CH:25]=[CH:24][C:23](/[CH:26]=[CH:27]/[C:28]2([OH:34])[CH2:33][CH2:32][CH2:31][CH2:30][CH2:29]2)=[C:22]([CH3:35])[CH:21]=1)[CH2:36][CH3:37])[CH3:19]. The catalyst class is: 5. Reactant: C([O:3][C:4](=[O:39])[CH2:5][CH2:6][CH2:7][CH2:8][CH2:9][O:10][C:11]1[CH:16]=[CH:15][C:14]([C:17]([CH2:36][CH3:37])([C:20]2[CH:25]=[CH:24][C:23](/[CH:26]=[CH:27]/[C:28]3([OH:34])[CH2:33][CH2:32][CH2:31][CH2:30][CH2:29]3)=[C:22]([CH3:35])[CH:21]=2)[CH2:18][CH3:19])=[CH:13][C:12]=1[CH3:38])C.[OH-].[K+].[NH4+].[Cl-].